Predict the reactants needed to synthesize the given product. From a dataset of Full USPTO retrosynthesis dataset with 1.9M reactions from patents (1976-2016). (1) Given the product [OH:22][C:16]1[CH:15]=[C:14]([CH:19]=[CH:18][C:17]=1[OH:20])[CH2:13][N:10]1[CH2:9][CH2:8][N:7]([CH2:6][C:5]2[CH:24]=[CH:25][C:26]([OH:27])=[C:3]([OH:2])[CH:4]=2)[CH2:12][CH2:11]1, predict the reactants needed to synthesize it. The reactants are: C[O:2][C:3]1[CH:4]=[C:5]([CH:24]=[CH:25][C:26]=1[O:27]C)[CH2:6][N:7]1[CH2:12][CH2:11][N:10]([CH2:13][C:14]2[CH:19]=[CH:18][C:17]([O:20]C)=[C:16]([O:22]C)[CH:15]=2)[CH2:9][CH2:8]1.Br.C(=O)([O-])O.[Na+].C(OCC)(=O)C. (2) Given the product [Br:1][C:2]1[CH:3]=[CH:4][C:5]([CH:8]([C:20]2[CH:25]=[CH:24][C:23]([F:26])=[CH:22][C:21]=2[F:27])[CH2:9][C:10]([C:12]2[CH:17]=[CH:16][C:15](=[O:18])[NH:14][CH:13]=2)=[O:11])=[CH:6][CH:7]=1, predict the reactants needed to synthesize it. The reactants are: [Br:1][C:2]1[CH:7]=[CH:6][C:5]([CH:8]([C:20]2[CH:25]=[CH:24][C:23]([F:26])=[CH:22][C:21]=2[F:27])[CH2:9][C:10]([C:12]2[CH:13]=[N:14][C:15]([O:18]C)=[CH:16][CH:17]=2)=[O:11])=[CH:4][CH:3]=1.Cl.C(OCC)(=O)C. (3) Given the product [CH3:1][O:2][C:3]1[CH:4]=[C:5]([O:15][C:16]2[CH:17]=[N:18][C:19]([CH2:22][O:23][CH3:24])=[CH:20][CH:21]=2)[CH:6]=[C:7]2[C:11]=1[NH:10][C:9]([C:12](=[S:34])[NH2:14])=[CH:8]2, predict the reactants needed to synthesize it. The reactants are: [CH3:1][O:2][C:3]1[CH:4]=[C:5]([O:15][C:16]2[CH:17]=[N:18][C:19]([CH2:22][O:23][CH3:24])=[CH:20][CH:21]=2)[CH:6]=[C:7]2[C:11]=1[NH:10][C:9]([C:12]([NH2:14])=O)=[CH:8]2.COC1C=CC(P2(SP(C3C=CC(OC)=CC=3)(=S)S2)=[S:34])=CC=1. (4) Given the product [CH2:1]([C:3]1[CH:8]=[CH:7][C:6]([CH:9]2[CH2:10][CH:11]([C:23]3[O:24][C:27]([CH3:28])=[CH:26][N:25]=3)[CH2:12][N:13]([C:15]([N:17]3[CH2:18][CH2:19][O:20][CH2:21][CH2:22]3)=[O:16])[CH2:14]2)=[CH:5][CH:4]=1)[CH3:2], predict the reactants needed to synthesize it. The reactants are: [CH2:1]([C:3]1[CH:8]=[CH:7][C:6]([CH:9]2[CH2:14][N:13]([C:15]([N:17]3[CH2:22][CH2:21][O:20][CH2:19][CH2:18]3)=[O:16])[CH2:12][CH:11]([C:23]([NH:25][CH2:26][C:27]#[CH:28])=[O:24])[CH2:10]2)=[CH:5][CH:4]=1)[CH3:2].